This data is from Full USPTO retrosynthesis dataset with 1.9M reactions from patents (1976-2016). The task is: Predict the reactants needed to synthesize the given product. (1) Given the product [OH:11][C:10]1[C:9]2[CH:23]=[CH:24][N:25]=[CH:26][C:8]=2[C:19]([CH3:21])([CH3:20])[C:18](=[O:22])[C:12]=1[C:13]([O:15][CH2:16][CH3:17])=[O:14], predict the reactants needed to synthesize it. The reactants are: CC(C)([O-])C.[K+].F[C:8]1[CH:26]=[N:25][CH:24]=[CH:23][C:9]=1[C:10]([CH:12]([C:18](=[O:22])[CH:19]([CH3:21])[CH3:20])[C:13]([O:15][CH2:16][CH3:17])=[O:14])=[O:11].O. (2) Given the product [Cl:8][C:9]1[CH:10]=[C:11]([CH2:16][C:17]([O:19][CH3:20])=[O:18])[CH:12]=[CH:13][C:14]=1[O:15][S:23]([C:22]([F:35])([F:34])[F:21])(=[O:25])=[O:24], predict the reactants needed to synthesize it. The reactants are: C(N(CC)CC)C.[Cl:8][C:9]1[CH:10]=[C:11]([CH2:16][C:17]([O:19][CH3:20])=[O:18])[CH:12]=[CH:13][C:14]=1[OH:15].[F:21][C:22]([F:35])([F:34])[S:23](O[S:23]([C:22]([F:35])([F:34])[F:21])(=[O:25])=[O:24])(=[O:25])=[O:24]. (3) Given the product [CH3:17][N:13]1[CH:12]=[N:11][C:10]([NH:9][C:4]2[CH:5]=[CH:6][C:7]([F:8])=[C:2]([Cl:1])[CH:3]=2)=[N:15][CH:14]1[Cl:16], predict the reactants needed to synthesize it. The reactants are: [Cl:1][C:2]1[CH:3]=[C:4]([NH:9][C:10]2[N:15]=[C:14]([Cl:16])[N:13]=[CH:12][N:11]=2)[CH:5]=[CH:6][C:7]=1[F:8].[CH3:17]I.[H-].[Na+]. (4) Given the product [O:29]1[C:28]2[CH:33]=[CH:34][C:25]([CH2:24][N:1]3[C:9]4[C:4](=[CH:5][CH:6]=[CH:7][CH:8]=4)[C:3]4([C:21]5[C:12](=[CH:13][C:14]6[O:19][CH2:18][CH2:17][O:16][C:15]=6[CH:20]=5)[O:11][CH2:10]4)[C:2]3=[O:22])=[CH:26][C:27]=2[O:32][CH2:31][CH2:30]1, predict the reactants needed to synthesize it. The reactants are: [NH:1]1[C:9]2[C:4](=[CH:5][CH:6]=[CH:7][CH:8]=2)[C:3]2([C:21]3[C:12](=[CH:13][C:14]4[O:19][CH2:18][CH2:17][O:16][C:15]=4[CH:20]=3)[O:11][CH2:10]2)[C:2]1=[O:22].Br[CH2:24][C:25]1[CH:34]=[CH:33][C:28]2[O:29][CH2:30][CH2:31][O:32][C:27]=2[CH:26]=1.BrCC1CCCCO1. (5) Given the product [CH2:19]([N:21]([CH2:22][CH2:23][OH:24])[C:9](=[O:10])[O:8][CH2:1][C:2]1[CH:7]=[CH:6][CH:5]=[CH:4][CH:3]=1)[CH3:20], predict the reactants needed to synthesize it. The reactants are: [CH2:1]([O:8][C:9](Cl)=[O:10])[C:2]1[CH:7]=[CH:6][CH:5]=[CH:4][CH:3]=1.C(N(CC)CC)C.[CH2:19]([NH:21][CH2:22][CH2:23][OH:24])[CH3:20]. (6) Given the product [NH2:1][C:2]1[N:3]=[C:4]([S:16][CH2:20][CH2:19][O:18][CH3:17])[C:5]([C:14]#[N:15])=[C:6]([C:8]2[CH:13]=[CH:12][CH:11]=[CH:10][CH:9]=2)[N:7]=1, predict the reactants needed to synthesize it. The reactants are: [NH2:1][C:2]1[NH:3][C:4](=[S:16])[C:5]([C:14]#[N:15])=[C:6]([C:8]2[CH:13]=[CH:12][CH:11]=[CH:10][CH:9]=2)[N:7]=1.[CH3:17][O:18][CH2:19][CH2:20]Br.CC[O-].[Na+]. (7) Given the product [F:14][C:15]([F:26])([F:25])[C:16]1[CH:21]=[C:20]([C:2]2[CH:3]=[CH:4][C:5]3[N:11]4[CH2:12][C@H:8]([CH2:9][CH2:10]4)[NH:7][C:6]=3[N:13]=2)[CH:19]=[CH:18][CH:17]=1, predict the reactants needed to synthesize it. The reactants are: Cl[C:2]1[CH:3]=[CH:4][C:5]2[N:11]3[CH2:12][C@H:8]([CH2:9][CH2:10]3)[NH:7][C:6]=2[N:13]=1.[F:14][C:15]([F:26])([F:25])[C:16]1[CH:17]=[C:18](B(O)O)[CH:19]=[CH:20][CH:21]=1.C([O-])([O-])=O.[Cs+].[Cs+].